Predict the reaction yield, written as a fraction of the theoretical maximum amount of product (1.0 means a 100% yield; for example, 0.34 means a 34% yield). From a dataset of Reaction yield outcomes from USPTO patents with 853,638 reactions. (1) The yield is 0.320. The product is [C:12]([O:11][C:9]([NH:32][C:29](=[N:28][C:26]([C:19]1[C:18]([NH2:17])=[N:23][C:22]([NH2:24])=[C:21]([Cl:25])[N:20]=1)=[O:27])[S:30][CH3:31])=[O:10])([CH3:13])([CH3:14])[CH3:15]. The reactants are [C:9](O[C:9]([O:11][C:12]([CH3:15])([CH3:14])[CH3:13])=[O:10])([O:11][C:12]([CH3:15])([CH3:14])[CH3:13])=[O:10].I.[NH2:17][C:18]1[C:19]([C:26]([NH:28][C:29](=[NH:32])[S:30][CH3:31])=[O:27])=[N:20][C:21]([Cl:25])=[C:22]([NH2:24])[N:23]=1. The catalyst is CN(C)C1C=CN=CC=1.C1COCC1.C(N(CC)CC)C. (2) The reactants are C([O:3][C:4](=O)[CH2:5][NH:6][C:7]1[CH:12]=[CH:11][C:10]([F:13])=[C:9]([Cl:14])[CH:8]=1)C.[H-].[H-].[H-].[H-].[Li+].[Al+3].[OH-].[Na+]. The catalyst is C1COCC1. The product is [OH:3][CH2:4][CH2:5][NH:6][C:7]1[CH:12]=[CH:11][C:10]([F:13])=[C:9]([Cl:14])[CH:8]=1. The yield is 0.900. (3) The reactants are [O:1]=[C:2]([C:10]1[CH:19]=[CH:18][C:13]2[NH:14][C:15](=[O:17])[NH:16][C:12]=2[CH:11]=1)[CH2:3][S:4][CH2:5][C:6]([O:8]C)=[O:7].[OH-].[Na+]. The catalyst is CO. The product is [O:1]=[C:2]([C:10]1[CH:19]=[CH:18][C:13]2[NH:14][C:15](=[O:17])[NH:16][C:12]=2[CH:11]=1)[CH2:3][S:4][CH2:5][C:6]([OH:8])=[O:7]. The yield is 0.840. (4) The reactants are [Cl:1][C:2]1[CH:7]=[C:6]([N+:8]([O-])=O)[CH:5]=[C:4]([Cl:11])[C:3]=1[CH3:12].O.O.[Sn](Cl)Cl. The catalyst is CN(C=O)C.C(OCC)(=O)C. The yield is 0.800. The product is [Cl:1][C:2]1[CH:7]=[C:6]([CH:5]=[C:4]([Cl:11])[C:3]=1[CH3:12])[NH2:8]. (5) The reactants are [NH2:1][C:2]1[CH:7]=[C:6]([O:8][CH2:9][CH3:10])[CH:5]=[CH:4][C:3]=1[NH:11][C:12](=[O:21])[CH2:13][CH2:14][C:15]1[CH:20]=[CH:19][CH:18]=[CH:17][CH:16]=1.[CH:22](=O)[CH:23]([CH3:25])[CH3:24].[BH3-]C#N.[Na+].NC1C=CC=CC=1. The catalyst is CCOC(C)=O.[Cl-].[Cl-].[Zn+2].[BH3-]C#N.[Na+].[Cl-].[Cl-].[Zn+2].CO.C1COCC1. The product is [CH2:9]([O:8][C:6]1[CH:5]=[CH:4][C:3]([NH:11][C:12](=[O:21])[CH2:13][CH2:14][C:15]2[CH:16]=[CH:17][CH:18]=[CH:19][CH:20]=2)=[C:2]([NH:1][CH2:22][CH:23]([CH3:25])[CH3:24])[CH:7]=1)[CH3:10]. The yield is 0.890. (6) The reactants are [CH3:1][N:2]([CH3:22])[C:3]([S:5][C:6]1[CH:7]=[C:8]([CH:13]=[C:14]([S:16][C:17](=[O:21])[N:18]([CH3:20])[CH3:19])[CH:15]=1)[C:9]([O:11]C)=[O:10])=[O:4].[OH-].[Na+]. No catalyst specified. The product is [CH3:1][N:2]([CH3:22])[C:3]([S:5][C:6]1[CH:7]=[C:8]([CH:13]=[C:14]([S:16][C:17](=[O:21])[N:18]([CH3:20])[CH3:19])[CH:15]=1)[C:9]([OH:11])=[O:10])=[O:4]. The yield is 0.872. (7) The product is [I:17][C:8]1[C:9]([C:12]([O:14][CH2:15][CH3:16])=[O:13])=[N:10][O:11][C:7]=1[C:1]1[CH:2]=[CH:3][CH:4]=[CH:5][CH:6]=1. The yield is 0.970. The catalyst is FC(F)(F)C(O)=O. The reactants are [C:1]1([C:7]2[O:11][N:10]=[C:9]([C:12]([O:14][CH2:15][CH3:16])=[O:13])[CH:8]=2)[CH:6]=[CH:5][CH:4]=[CH:3][CH:2]=1.[I:17]N1C(=O)CCC1=O.